Dataset: Forward reaction prediction with 1.9M reactions from USPTO patents (1976-2016). Task: Predict the product of the given reaction. (1) Given the reactants [CH2:1]([S:3][C:4]1[CH:9]=[CH:8][CH:7]=[CH:6][C:5]=1[C:10]1[N:19]([CH3:20])[C:13]2=[N:14][CH:15]=[C:16](I)[CH:17]=[C:12]2[N:11]=1)[CH3:2].[F:21][C:22]([F:33])([F:32])[C:23]([F:31])([F:30])[C:24]([F:29])([F:28])C([O-])=O.[Na+].C(=O)([O-])O.[Na+].O.N, predict the reaction product. The product is: [CH2:1]([S:3][C:4]1[CH:9]=[CH:8][CH:7]=[CH:6][C:5]=1[C:10]1[N:19]([CH3:20])[C:13]2=[N:14][CH:15]=[C:16]([C:24]([F:29])([F:28])[C:23]([F:31])([F:30])[C:22]([F:33])([F:32])[F:21])[CH:17]=[C:12]2[N:11]=1)[CH3:2]. (2) Given the reactants Cl.[Cl:2][C:3]1[CH:8]=[CH:7][C:6]([C:9]2[CH2:10][CH2:11][NH:12][CH2:13][CH:14]=2)=[CH:5][CH:4]=1.C(N(CC)CC)C.[C:22]([O:26][C:27](O[C:27]([O:26][C:22]([CH3:25])([CH3:24])[CH3:23])=[O:28])=[O:28])([CH3:25])([CH3:24])[CH3:23].Cl, predict the reaction product. The product is: [C:22]([O:26][C:27]([N:12]1[CH2:11][CH:10]=[C:9]([C:6]2[CH:7]=[CH:8][C:3]([Cl:2])=[CH:4][CH:5]=2)[CH2:14][CH2:13]1)=[O:28])([CH3:25])([CH3:24])[CH3:23].